From a dataset of Reaction yield outcomes from USPTO patents with 853,638 reactions. Predict the reaction yield, written as a fraction of the theoretical maximum amount of product (1.0 means a 100% yield; for example, 0.34 means a 34% yield). (1) The reactants are O[C:2]([C:5]1[CH:12]=[CH:11][C:8]([C:9]#[N:10])=[CH:7][CH:6]=1)([CH3:4])[CH3:3].C(N(S(F)(F)[F:19])CC)C. The catalyst is ClCCl.O. The product is [F:19][C:2]([C:5]1[CH:12]=[CH:11][C:8]([C:9]#[N:10])=[CH:7][CH:6]=1)([CH3:4])[CH3:3]. The yield is 0.670. (2) The yield is 0.420. The reactants are [CH3:1][O:2][C:3]1[CH:4]=[C:5]2[C:10](=[CH:11][C:12]=1[O:13][CH3:14])[N:9]=[CH:8][N:7]=[C:6]2[O:15][C:16]1[CH:22]=[CH:21][C:19]([NH2:20])=[CH:18][CH:17]=1.C(N(CC)CC)C.ClC(Cl)(O[C:34](=[O:40])OC(Cl)(Cl)Cl)Cl.Cl.[NH2:43][C:44]1[S:45][C:46]([CH3:50])=[C:47]([CH3:49])[N:48]=1. The catalyst is C(Cl)(Cl)Cl.O. The product is [CH3:1][O:2][C:3]1[CH:4]=[C:5]2[C:10](=[CH:11][C:12]=1[O:13][CH3:14])[N:9]=[CH:8][N:7]=[C:6]2[O:15][C:16]1[CH:22]=[CH:21][C:19]([NH:20][C:34]([NH:43][C:44]2[S:45][C:46]([CH3:50])=[C:47]([CH3:49])[N:48]=2)=[O:40])=[CH:18][CH:17]=1.